From a dataset of Forward reaction prediction with 1.9M reactions from USPTO patents (1976-2016). Predict the product of the given reaction. (1) Given the reactants [Br:1][C:2]1[CH:3]=[CH:4][C:5]([OH:10])=[C:6]([CH:9]=1)[C:7]#[N:8].[CH2:11](Br)[CH:12]([CH3:14])[CH3:13].C(=O)([O-])[O-].[K+].[K+], predict the reaction product. The product is: [Br:1][C:2]1[CH:3]=[CH:4][C:5]([O:10][CH2:11][CH:12]([CH3:14])[CH3:13])=[C:6]([CH:9]=1)[C:7]#[N:8]. (2) Given the reactants [C:1]1(=[O:7])[CH2:6][CH2:5][CH2:4][CH2:3][CH2:2]1.[CH2:8]=O.Cl.[CH3:11][NH:12][CH3:13], predict the reaction product. The product is: [CH3:11][N:12]([CH2:8][CH:2]1[CH2:3][CH2:4][CH2:5][CH2:6][C:1]1=[O:7])[CH3:13]. (3) Given the reactants C(OC([NH:8][CH2:9][CH2:10][N:11]1[C:15]([CH2:16][CH2:17][CH2:18][CH2:19][C:20]2[CH:25]=[CH:24][CH:23]=[CH:22][CH:21]=2)=[N:14][N:13]=[C:12]1[C:26]1[CH:27]=[C:28]2[C:33](=[CH:34][CH:35]=1)[CH:32]=[N:31][CH:30]=[CH:29]2)=O)(C)(C)C.C1C2C(=CC(C(NN)=O)=CC=2)C=CN=1.C(OC(NCCNC(=S)CCCCC1C=CC=CC=1)=O)(C)(C)C.C(=O)([O-])[O-].[K+].[K+], predict the reaction product. The product is: [CH:32]1[C:33]2[C:28](=[CH:27][C:26]([C:12]3[N:11]([CH2:10][CH2:9][NH2:8])[C:15]([CH2:16][CH2:17][CH2:18][CH2:19][C:20]4[CH:21]=[CH:22][CH:23]=[CH:24][CH:25]=4)=[N:14][N:13]=3)=[CH:35][CH:34]=2)[CH:29]=[CH:30][N:31]=1. (4) Given the reactants [I:1][C:2]1[CH:7]=[CH:6][C:5]([C:8]2[C:9]([C:14]([OH:16])=[O:15])=[CH:10][CH:11]=[CH:12][CH:13]=2)=[CH:4][CH:3]=1.[C:17](=O)([O-])O.[Na+].CI.O, predict the reaction product. The product is: [I:1][C:2]1[CH:3]=[CH:4][C:5]([C:8]2[C:9]([C:14]([O:16][CH3:17])=[O:15])=[CH:10][CH:11]=[CH:12][CH:13]=2)=[CH:6][CH:7]=1.